This data is from Full USPTO retrosynthesis dataset with 1.9M reactions from patents (1976-2016). The task is: Predict the reactants needed to synthesize the given product. (1) Given the product [Cl:19][C:18]1[C:13]([Cl:12])=[CH:14][C:15]([O:20][CH2:4][CH2:3][O:2][CH3:1])=[CH:16][N:17]=1, predict the reactants needed to synthesize it. The reactants are: [CH3:1][O:2][CH2:3][CH2:4]Br.C(=O)([O-])[O-].[Cs+].[Cs+].[Cl:12][C:13]1[CH:14]=[C:15]([OH:20])[CH:16]=[N:17][C:18]=1[Cl:19].O.[Cl-].[NH4+]. (2) Given the product [C:1]([O:5][C:6]([N:8]1[CH2:12]/[C:11](=[CH:24]\[C:22]2[CH:21]=[N:20][N:19]([CH2:18][C:17]([O:16][CH2:14][CH3:15])=[O:26])[CH:23]=2)/[C:10](=[O:13])[CH2:9]1)=[O:7])([CH3:4])([CH3:2])[CH3:3], predict the reactants needed to synthesize it. The reactants are: [C:1]([O:5][C:6]([N:8]1[CH2:12][CH2:11][C:10](=[O:13])[CH2:9]1)=[O:7])([CH3:4])([CH3:3])[CH3:2].[CH2:14]([O:16][C:17](=[O:26])[CH2:18][N:19]1[CH:23]=[C:22]([CH:24]=O)[CH:21]=[N:20]1)[CH3:15].N1CCCC1.